Predict the product of the given reaction. From a dataset of Forward reaction prediction with 1.9M reactions from USPTO patents (1976-2016). (1) The product is: [C:1]([N:9]([CH2:24][CH2:25][CH:26]([C:27]1[CH:32]=[CH:31][CH:30]=[CH:29][CH:28]=1)[C:33]1[CH:34]=[CH:35][CH:36]=[CH:37][CH:38]=1)[CH2:10][CH2:11][NH:12][C:13]([C:15]1[CH:23]=[CH:22][CH:21]=[C:20]2[C:16]=1[CH2:17][CH2:18][N:19]2[CH2:58][C:59]([O:61][CH2:62][CH3:63])=[O:60])=[O:14])(=[O:8])[C:2]1[CH:3]=[CH:4][CH:5]=[CH:6][CH:7]=1. Given the reactants [C:1]([N:9]([CH2:24][CH2:25][CH:26]([C:33]1[CH:38]=[CH:37][CH:36]=[CH:35][CH:34]=1)[C:27]1[CH:32]=[CH:31][CH:30]=[CH:29][CH:28]=1)[CH2:10][CH2:11][NH:12][C:13]([C:15]1[C:16]2[CH2:17][CH2:18][NH:19][C:20]=2[CH:21]=[CH:22][CH:23]=1)=[O:14])(=[O:8])[C:2]1[CH:7]=[CH:6][CH:5]=[CH:4][CH:3]=1.C(N=P1(N(CC)CC)N(C)CCCN1C)(C)(C)C.Br[CH2:58][C:59]([O:61][CH2:62][CH3:63])=[O:60], predict the reaction product. (2) Given the reactants Cl.Cl[CH2:3][CH2:4][N:5]1[CH2:10][CH2:9][CH2:8][CH2:7][CH2:6]1.[OH:11][C:12]1[CH:19]=[CH:18][C:15]([CH:16]=[O:17])=[CH:14][CH:13]=1.C(=O)([O-])[O-].[K+].[K+].O, predict the reaction product. The product is: [N:5]1([CH2:4][CH2:3][O:11][C:12]2[CH:19]=[CH:18][C:15]([CH:16]=[O:17])=[CH:14][CH:13]=2)[CH2:10][CH2:9][CH2:8][CH2:7][CH2:6]1. (3) Given the reactants C(OC(=O)[NH:10][CH:11]([C:16]([N:18]1[CH:26]2[CH:21]([CH2:22][CH2:23][CH2:24][CH2:25]2)[CH2:20][CH:19]1[C:27](=[O:41])[NH:28][CH:29]([CH:33]([C:35](=[O:40])[NH:36][CH:37]1[CH2:39][CH2:38]1)[OH:34])[CH2:30][CH2:31][CH3:32])=[O:17])[C:12]([CH3:15])([CH3:14])[CH3:13])C1C=CC=CC=1.[H][H], predict the reaction product. The product is: [CH:37]1([NH:36][C:35]([CH:33]([OH:34])[CH:29]([NH:28][C:27]([CH:19]2[CH2:20][CH:21]3[CH:26]([CH2:25][CH2:24][CH2:23][CH2:22]3)[N:18]2[C:16](=[O:17])[CH:11]([NH2:10])[C:12]([CH3:14])([CH3:13])[CH3:15])=[O:41])[CH2:30][CH2:31][CH3:32])=[O:40])[CH2:38][CH2:39]1. (4) The product is: [CH3:6][C:4]([C:7]1[CH:15]=[CH:14][CH:13]=[CH:12][C:8]=1[C:9]([OH:11])=[O:10])([CH3:5])[CH2:3][C:2]([C:19]([F:20])([F:21])[F:22])([O:1][Si:29]([CH3:32])([CH3:31])[CH3:30])[CH2:16][C:17]#[CH:18]. Given the reactants [OH:1][C:2]([C:19]([F:22])([F:21])[F:20])([CH2:16][C:17]#[CH:18])[CH2:3][C:4]([C:7]1[CH:15]=[CH:14][CH:13]=[CH:12][C:8]=1[C:9]([OH:11])=[O:10])([CH3:6])[CH3:5].N1C=CN=C1.Cl[Si:29]([CH3:32])([CH3:31])[CH3:30], predict the reaction product. (5) Given the reactants [OH:1][CH:2]([C:10]([F:13])([F:12])[F:11])[C:3]([F:9])([F:8])[S:4]([O-:7])(=[O:6])=[O:5].[C:14]1([S+:20]([C:27]2[CH:32]=[CH:31][CH:30]=[CH:29][CH:28]=2)[C:21]2[CH:26]=[CH:25][CH:24]=[CH:23][CH:22]=2)[CH:19]=[CH:18][CH:17]=[CH:16][CH:15]=1.Cl[CH:34]([CH2:38][CH3:39])[C:35](Cl)=[O:36].N1C=CC=CC=1.[ClH:46], predict the reaction product. The product is: [Cl:46][CH2:39][CH2:38][CH2:34][C:35]([O:1][CH:2]([C:10]([F:13])([F:11])[F:12])[C:3]([F:8])([F:9])[S:4]([O-:7])(=[O:6])=[O:5])=[O:36].[C:27]1([S+:20]([C:14]2[CH:15]=[CH:16][CH:17]=[CH:18][CH:19]=2)[C:21]2[CH:26]=[CH:25][CH:24]=[CH:23][CH:22]=2)[CH:28]=[CH:29][CH:30]=[CH:31][CH:32]=1. (6) Given the reactants Cl[C:2]1[N:7]=[C:6](OS(C(F)(F)F)(=O)=O)[CH:5]=[CH:4][CH:3]=1.[CH2:16]([Mg]Br)[CH:17]([CH3:19])[CH3:18].[CH2:22]([Mg]Cl)[CH2:23][CH2:24][CH2:25][CH2:26][CH2:27][CH2:28][CH2:29][CH2:30][CH2:31][CH2:32][CH2:33][CH2:34][CH3:35], predict the reaction product. The product is: [CH2:16]([C:6]1[CH:5]=[CH:4][CH:3]=[C:2]([CH2:35][CH2:34][CH2:33][CH2:32][CH2:31][CH2:30][CH2:29][CH2:28][CH2:27][CH2:26][CH2:25][CH2:24][CH2:23][CH3:22])[N:7]=1)[CH:17]([CH3:19])[CH3:18]. (7) Given the reactants [C:1](OC(=O)C)(=[O:3])[CH3:2].[NH2:8][C:9]1[CH:10]=[C:11]([CH:17]=[C:18]([I:20])[CH:19]=1)[C:12]([O:14][CH2:15][CH3:16])=[O:13].C(N(CC)CC)C, predict the reaction product. The product is: [C:1]([NH:8][C:9]1[CH:10]=[C:11]([CH:17]=[C:18]([I:20])[CH:19]=1)[C:12]([O:14][CH2:15][CH3:16])=[O:13])(=[O:3])[CH3:2].